This data is from Reaction yield outcomes from USPTO patents with 853,638 reactions. The task is: Predict the reaction yield, written as a fraction of the theoretical maximum amount of product (1.0 means a 100% yield; for example, 0.34 means a 34% yield). (1) The reactants are ClCC([O:5][C@@H:6]1[C@@H:19]([O:20][C:21](=[O:26])[C:22]([CH3:25])([CH3:24])[CH3:23])[C@H:18]([F:27])[C@@H:17]([CH2:28][O:29][C:30](=[O:35])[C:31]([CH3:34])([CH3:33])[CH3:32])[O:16][C@H:7]1[O:8][CH2:9][C:10]1[CH:15]=[CH:14][CH:13]=[CH:12][CH:11]=1)=O.C[O-].[Na+]. The catalyst is CO. The product is [F:27][C@@H:18]1[C@@H:17]([CH2:28][O:29][C:30](=[O:35])[C:31]([CH3:34])([CH3:33])[CH3:32])[O:16][C@@H:7]([O:8][CH2:9][C:10]2[CH:11]=[CH:12][CH:13]=[CH:14][CH:15]=2)[C@H:6]([OH:5])[C@H:19]1[O:20][C:21](=[O:26])[C:22]([CH3:25])([CH3:24])[CH3:23]. The yield is 0.740. (2) The reactants are [CH2:1]([N:4]1[CH2:7][CH:6]([C:8]2[CH:13]=[CH:12][C:11]([NH2:14])=[CH:10][CH:9]=2)[CH2:5]1)[CH2:2][CH3:3].[O:15]1[C:19]([C:20]2[CH:25]=[CH:24][C:23]([S:26](Cl)(=[O:28])=[O:27])=[CH:22][CH:21]=2)=[CH:18][N:17]=[CH:16]1. The catalyst is C(Cl)Cl.N1C=CC=CC=1.C(Cl)Cl. The product is [O:15]1[C:19]([C:20]2[CH:21]=[CH:22][C:23]([S:26]([NH:14][C:11]3[CH:10]=[CH:9][C:8]([CH:6]4[CH2:5][N:4]([CH2:1][CH2:2][CH3:3])[CH2:7]4)=[CH:13][CH:12]=3)(=[O:28])=[O:27])=[CH:24][CH:25]=2)=[CH:18][N:17]=[CH:16]1. The yield is 0.360. (3) The product is [C:1]([O:5][C:6](=[O:25])[C:7]([S:10][C:11]1[C:20]([Cl:21])=[CH:19][C:18]2[CH2:17][CH:16]([N:22]([CH2:23][CH3:24])[C:27]([O:29][C:30]3[CH:35]=[CH:34][C:33]([CH3:36])=[CH:32][CH:31]=3)=[O:28])[CH2:15][CH2:14][C:13]=2[CH:12]=1)([CH3:9])[CH3:8])([CH3:2])([CH3:3])[CH3:4]. The reactants are [C:1]([O:5][C:6](=[O:25])[C:7]([S:10][C:11]1[C:20]([Cl:21])=[CH:19][C:18]2[CH2:17][CH:16]([NH:22][CH2:23][CH3:24])[CH2:15][CH2:14][C:13]=2[CH:12]=1)([CH3:9])[CH3:8])([CH3:4])([CH3:3])[CH3:2].Cl[C:27]([O:29][C:30]1[CH:35]=[CH:34][C:33]([CH3:36])=[CH:32][CH:31]=1)=[O:28]. The yield is 0.290. The catalyst is C(Cl)Cl. (4) The reactants are [CH3:1][C:2]1[C:7]2[N:8]=[C:9]([NH2:12])[N:10]=[N:11][C:6]=2[CH:5]=[C:4]([C:13]2[C:14]([CH3:19])=[N:15][O:16][C:17]=2[CH3:18])[CH:3]=1.S(=O)(=O)(O)N.[CH3:25][O:26][C:27]1[CH:32]=[CH:31][C:30](N)=[CH:29][CH:28]=1. No catalyst specified. The product is [CH3:19][C:14]1[C:13]([C:4]2[CH:3]=[C:2]([CH3:1])[C:7]3[N:8]=[C:9]([NH:12][C:30]4[CH:31]=[CH:32][C:27]([O:26][CH3:25])=[CH:28][CH:29]=4)[N:10]=[N:11][C:6]=3[CH:5]=2)=[C:17]([CH3:18])[O:16][N:15]=1. The yield is 0.320. (5) The reactants are [ClH:1].CO[C:4](=O)[CH:5]([NH2:10])[CH2:6][CH2:7][C:8]#[CH:9].[N:12]#[C:13][NH2:14]. No catalyst specified. The product is [ClH:1].[CH2:6]([C:5]1[N:10]=[C:13]([NH2:14])[NH:12][CH:4]=1)[CH2:7][C:8]#[CH:9]. The yield is 0.480. (6) The reactants are [NH2:1][C:2]1[N:29]=[CH:28][C:27]([Br:30])=[CH:26][C:3]=1[C:4]([C:6]1[N:11]=[C:10]([N:12]2[CH2:18][CH2:17][CH2:16][N:15](C(OC(C)(C)C)=O)[CH2:14][CH2:13]2)[CH:9]=[CH:8][CH:7]=1)=[O:5].Cl. The catalyst is O1CCOCC1. The product is [N:12]1([C:10]2[N:11]=[C:6]([C:4]([C:3]3[C:2]([NH2:1])=[N:29][CH:28]=[C:27]([Br:30])[CH:26]=3)=[O:5])[CH:7]=[CH:8][CH:9]=2)[CH2:18][CH2:17][CH2:16][NH:15][CH2:14][CH2:13]1. The yield is 0.360. (7) The reactants are [F:1][C:2]1[CH:30]=[CH:29][C:5]([CH2:6][N:7]2[C:19](=[O:20])[C:18]3[C:9](=[C:10]([OH:27])[C:11]4[N:12]=[CH:13][CH:14]=[N:15][C:16]=4[C:17]=3[O:21][C:22](=[O:26])[O:23][CH2:24][CH3:25])[C:8]2=[O:28])=[CH:4][CH:3]=1.[C:31]1([C:37]([C:40]2[CH:45]=[CH:44][CH:43]=[CH:42][CH:41]=2)=[N+]=[N-])[CH:36]=[CH:35][CH:34]=[CH:33][CH:32]=1. The catalyst is ClCCCl. The product is [CH2:24]([O:23][C:22](=[O:26])[O:21][C:17]1[C:16]2[N:15]=[CH:14][CH:13]=[N:12][C:11]=2[C:10]([O:27][CH:37]([C:31]2[CH:36]=[CH:35][CH:34]=[CH:33][CH:32]=2)[C:40]2[CH:45]=[CH:44][CH:43]=[CH:42][CH:41]=2)=[C:9]2[C:8](=[O:28])[N:7]([CH2:6][C:5]3[CH:4]=[CH:3][C:2]([F:1])=[CH:30][CH:29]=3)[C:19](=[O:20])[C:18]=12)[CH3:25]. The yield is 0.700.